From a dataset of Forward reaction prediction with 1.9M reactions from USPTO patents (1976-2016). Predict the product of the given reaction. (1) Given the reactants [Cl:1][C:2]1[CH:18]=[CH:17][C:5]2[NH:6][C:7]([C:9]3[C:13]([N+:14]([O-])=O)=[CH:12][NH:11][N:10]=3)=[N:8][C:4]=2[CH:3]=1, predict the reaction product. The product is: [Cl:1][C:2]1[CH:18]=[CH:17][C:5]2[NH:6][C:7]([C:9]3[C:13]([NH2:14])=[CH:12][NH:11][N:10]=3)=[N:8][C:4]=2[CH:3]=1. (2) Given the reactants Cl.[NH2:2][CH:3]([C:5]([O:7]C)=[O:6])[CH3:4].[CH:9]1([C:16](Cl)=[O:17])[CH2:15][CH2:14][CH2:13][CH2:12][CH2:11][CH2:10]1, predict the reaction product. The product is: [CH:9]1([C:16]([NH:2][CH:3]([CH3:4])[C:5]([OH:7])=[O:6])=[O:17])[CH2:15][CH2:14][CH2:13][CH2:12][CH2:11][CH2:10]1. (3) Given the reactants [C:1]([NH:9][CH:10]([C:17]1[CH:22]=[CH:21][CH:20]=[C:19]([N+:23]([O-])=O)[CH:18]=1)[CH2:11][C:12]([O:14][CH2:15][CH3:16])=[O:13])(=[O:8])[C:2]1[CH:7]=[CH:6][CH:5]=[CH:4][CH:3]=1.[Sn](Cl)Cl, predict the reaction product. The product is: [NH2:23][C:19]1[CH:18]=[C:17]([CH:10]([NH:9][C:1](=[O:8])[C:2]2[CH:7]=[CH:6][CH:5]=[CH:4][CH:3]=2)[CH2:11][C:12]([O:14][CH2:15][CH3:16])=[O:13])[CH:22]=[CH:21][CH:20]=1.